Predict which catalyst facilitates the given reaction. From a dataset of Catalyst prediction with 721,799 reactions and 888 catalyst types from USPTO. (1) Reactant: [C:1]([C:11]1[C:15]2[CH:16]=[CH:17][C:18]([O:20][CH3:21])=[CH:19][C:14]=2[O:13][C:12]=1[CH2:22][CH3:23])(=[O:10])[C:2]1[CH:7]=[CH:6][C:5]([O:8]C)=[CH:4][CH:3]=1.[Na]. Product: [CH2:22]([C:12]1[O:13][C:14]2[CH:19]=[C:18]([O:20][CH3:21])[CH:17]=[CH:16][C:15]=2[C:11]=1[C:1](=[O:10])[C:2]1[CH:3]=[CH:4][C:5]([OH:8])=[CH:6][CH:7]=1)[CH3:23]. The catalyst class is: 9. (2) Reactant: [Cl:1][C:2]1[CH:7]=[CH:6][C:5]([CH:8]([NH:10][C:11](=[O:26])[CH2:12][N:13]2[C:21]3[CH2:20][CH2:19][NH:18][CH2:17][C:16]=3[C:15]([C:22]([F:25])([F:24])[F:23])=[N:14]2)[CH3:9])=[CH:4][CH:3]=1.C=O.[C:29](=O)([O-])[O-].[Na+].[Na+]. Product: [Cl:1][C:2]1[CH:7]=[CH:6][C:5]([CH:8]([NH:10][C:11](=[O:26])[CH2:12][N:13]2[C:21]3[CH2:20][CH2:19][N:18]([CH3:29])[CH2:17][C:16]=3[C:15]([C:22]([F:24])([F:25])[F:23])=[N:14]2)[CH3:9])=[CH:4][CH:3]=1. The catalyst class is: 106. (3) Reactant: [C:1]1([NH:11]N)[C:10]2[C:5](=[CH:6][CH:7]=[CH:8][CH:9]=2)[CH:4]=[CH:3][CH:2]=1.[CH2:13]1[C:22]2[C:17](=[CH:18][CH:19]=[CH:20][CH:21]=2)[CH2:16][CH2:15][C:14]1=O.Cl. Product: [CH2:13]1[C:22]2[C:21]3[C:20]([CH:19]=[CH:18][C:17]=2[CH:16]=[CH:15][CH2:14]1)=[N:11][C:1]1[C:2]=3[CH2:3][CH:4]=[C:5]2[CH:6]=[CH:7][CH:8]=[CH:9][C:10]2=1. The catalyst class is: 15. (4) Reactant: [N+:1]([C:4]1[CH:19]=[CH:18][C:7]([CH2:8][N:9]2[C:13]([C:14]([NH2:16])=[O:15])=[C:12]([OH:17])[N:11]=[CH:10]2)=[CH:6][CH:5]=1)([O-])=O. Product: [NH2:1][C:4]1[CH:5]=[CH:6][C:7]([CH2:8][N:9]2[C:13]([C:14]([NH2:16])=[O:15])=[C:12]([OH:17])[N:11]=[CH:10]2)=[CH:18][CH:19]=1. The catalyst class is: 19. (5) Reactant: [CH:1]1([S:4]([C:7]2[CH:12]=[CH:11][C:10]([CH:13]([C:21]3[NH:25][C:24]([C:26]4[N:31]=[CH:30][C:29]([CH2:32][C:33](O)=[O:34])=[CH:28][CH:27]=4)=[CH:23][CH:22]=3)[CH2:14][CH:15]3[CH2:20][CH2:19][O:18][CH2:17][CH2:16]3)=[CH:9][CH:8]=2)(=[O:6])=[O:5])[CH2:3][CH2:2]1.[NH:36]1[CH2:41][CH2:40][O:39][CH2:38][CH2:37]1.Cl.CN(C)CCCN=C=NCC.ON1C2C=CC=CC=2N=N1. Product: [CH:1]1([S:4]([C:7]2[CH:8]=[CH:9][C:10]([CH:13]([C:21]3[NH:25][C:24]([C:26]4[N:31]=[CH:30][C:29]([CH2:32][C:33]([N:36]5[CH2:41][CH2:40][O:39][CH2:38][CH2:37]5)=[O:34])=[CH:28][CH:27]=4)=[CH:23][CH:22]=3)[CH2:14][CH:15]3[CH2:20][CH2:19][O:18][CH2:17][CH2:16]3)=[CH:11][CH:12]=2)(=[O:6])=[O:5])[CH2:2][CH2:3]1. The catalyst class is: 681. (6) Reactant: [N:1]1[CH:6]=[CH:5][N:4]=[CH:3][C:2]=1[NH2:7].C([Mg]Cl)(C)C.[N:13]1([C:21]([O:23][C:24]([CH3:27])([CH3:26])[CH3:25])=[O:22])[CH2:16][CH2:15][C@H:14]1[C:17](OC)=[O:18]. Product: [N:1]1[CH:6]=[CH:5][N:4]=[CH:3][C:2]=1[NH:7][C:17]([C@@H:14]1[CH2:15][CH2:16][N:13]1[C:21]([O:23][C:24]([CH3:27])([CH3:26])[CH3:25])=[O:22])=[O:18]. The catalyst class is: 1.